Dataset: Reaction yield outcomes from USPTO patents with 853,638 reactions. Task: Predict the reaction yield, written as a fraction of the theoretical maximum amount of product (1.0 means a 100% yield; for example, 0.34 means a 34% yield). (1) The reactants are [Br:1][CH2:2][CH2:3][CH2:4][CH2:5]Br.[F:7][C:8]1[CH:13]=[CH:12][C:11]([Mg]Br)=[CH:10][CH:9]=1. The catalyst is CN(P(N(C)C)(N(C)C)=O)C.C1COCC1. The product is [F:7][C:8]1[CH:13]=[CH:12][C:11]([CH2:5][CH2:4][CH2:3][CH2:2][Br:1])=[CH:10][CH:9]=1. The yield is 0.670. (2) The reactants are [F:1][C:2]1[CH:3]=[C:4]([N:19]2[CH2:23][C@H:22]([CH2:24][NH:25][C:26](=[O:28])[CH3:27])[O:21][C:20]2=[O:29])[CH:5]=[CH:6][C:7]=1[CH:8]1[CH2:13][CH2:12][S:11](=[O:15])(=[O:14])[N:10](CC=C)[CH2:9]1.B(F)(F)F.CCOCC. The catalyst is [Pd].C(O)C. The product is [F:1][C:2]1[CH:3]=[C:4]([N:19]2[CH2:23][C@H:22]([CH2:24][NH:25][C:26](=[O:28])[CH3:27])[O:21][C:20]2=[O:29])[CH:5]=[CH:6][C:7]=1[CH:8]1[CH2:13][CH2:12][S:11](=[O:14])(=[O:15])[NH:10][CH2:9]1. The yield is 0.590. (3) The reactants are [CH3:1][C:2]1[NH:3][C:4]([C:10]2[CH:15]=[CH:14][CH:13]=[CH:12][C:11]=2[N+:16]([O-:18])=[O:17])=[CH:5][C:6]=1[C:7](O)=[O:8].O[N:20]1C2C=CC=CC=2N=N1.Cl.C(N=C=NCCCN(C)C)C.[Cl-].[NH4+].C(N(CC)C(C)C)(C)C. The catalyst is CN(C)C=O. The product is [CH3:1][C:2]1[NH:3][C:4]([C:10]2[CH:15]=[CH:14][CH:13]=[CH:12][C:11]=2[N+:16]([O-:18])=[O:17])=[CH:5][C:6]=1[C:7]([NH2:20])=[O:8]. The yield is 0.700. (4) The reactants are [Cl:1][C:2]1[CH:3]=[C:4]([S:8]([NH:11][C:12]2[CH:20]=[CH:19][C:15]([C:16]([OH:18])=[O:17])=[C:14]([OH:21])[CH:13]=2)(=[O:10])=[O:9])[S:5][C:6]=1[Cl:7].[O:22]1[CH2:26][CH2:25][CH:24]([CH2:27]O)[CH2:23]1. No catalyst specified. The product is [Cl:1][C:2]1[CH:3]=[C:4]([S:8]([NH:11][C:12]2[CH:20]=[CH:19][C:15]([C:16]([O:18][CH2:27][CH:24]3[CH2:25][CH2:26][O:22][CH2:23]3)=[O:17])=[C:14]([OH:21])[CH:13]=2)(=[O:9])=[O:10])[S:5][C:6]=1[Cl:7]. The yield is 0.720. (5) The reactants are Br[C:2]1[CH:18]=[CH:17][C:5]([C:6]([C@@H:8]2[CH2:12][CH2:11][CH2:10][C@H:9]2[C:13]([O:15][CH3:16])=[O:14])=[O:7])=[CH:4][CH:3]=1.[NH2:19][C:20]1[CH:25]=[CH:24][C:23](B(O)O)=[CH:22][CH:21]=1.C([O-])([O-])=O.[Na+].[Na+].ClCCl. The catalyst is CCOC(C)=O.C1C=CC(P(C2C=CC=CC=2)[C-]2C=CC=C2)=CC=1.C1C=CC(P(C2C=CC=CC=2)[C-]2C=CC=C2)=CC=1.Cl[Pd]Cl.[Fe+2].CCO.C1(C)C=CC=CC=1. The product is [NH2:19][C:20]1[CH:25]=[CH:24][C:23]([C:2]2[CH:18]=[CH:17][C:5]([C:6]([C@@H:8]3[CH2:12][CH2:11][CH2:10][C@H:9]3[C:13]([O:15][CH3:16])=[O:14])=[O:7])=[CH:4][CH:3]=2)=[CH:22][CH:21]=1. The yield is 0.670. (6) The reactants are [CH:1](=[C:3]1/[C@H:4](O)[CH2:5][C@@H:6]2[C@@:11]/1([CH3:12])[CH2:10][CH2:9][CH2:8][C@@H:7]2[O:13][C:14](=[O:16])[CH3:15])/[CH3:2].C(=C1/[C@@H](O)C[C@@H]2[C@]/1(C)CCC[C@@H:24]2[O:30]C(=O)C)/C.[CH:35](OCC)=C. The catalyst is [Hg](OC(C)=O)OC(C)=O. The yield is 0.650. The product is [CH3:12][C@:11]12[C:3]([C@H:1]([CH3:35])[CH2:2][CH:24]=[O:30])=[CH:4][CH2:5][C@H:6]1[C@@H:7]([O:13][C:14](=[O:16])[CH3:15])[CH2:8][CH2:9][CH2:10]2. (7) The product is [NH2:1][C:2]1[N:10]=[CH:9][N:8]=[C:7]2[C:3]=1[N:4]=[CH:5][N:6]2[C@H:11]1[C@@H:15]2[O:16][C:17]([CH3:19])([CH3:20])[O:18][C@@H:14]2[C@@H:13]([CH2:21][N:22]([CH:38]([CH3:40])[CH3:39])[CH2:23][CH2:24][CH2:25][N:26]2[C:34](=[O:35])[C:33]3[C:28](=[CH:29][CH:30]=[CH:31][CH:32]=3)[C:27]2=[O:36])[O:12]1. The catalyst is CC#N. The reactants are [NH2:1][C:2]1[N:10]=[CH:9][N:8]=[C:7]2[C:3]=1[N:4]=[CH:5][N:6]2[C@H:11]1[C@@H:15]2[O:16][C:17]([CH3:20])([CH3:19])[O:18][C@@H:14]2[C@@H:13]([CH2:21][NH:22][CH2:23][CH2:24][CH2:25][N:26]2[C:34](=[O:35])[C:33]3[C:28](=[CH:29][CH:30]=[CH:31][CH:32]=3)[C:27]2=[O:36])[O:12]1.I[CH:38]([CH3:40])[CH3:39].C([O-])([O-])=O.[K+].[K+]. The yield is 0.340. (8) The reactants are [CH3:1][CH:2]([CH3:13])[CH2:3][O:4][C:5]1[N:10]=[C:9]([NH2:11])[N:8]=[C:7]([NH2:12])[CH:6]=1.[N:14]([O-])=[O:15].[Na+]. The catalyst is C(O)(=O)C.O. The product is [N:14]([C:6]1[C:7]([NH2:12])=[N:8][C:9]([NH2:11])=[N:10][C:5]=1[O:4][CH2:3][CH:2]([CH3:13])[CH3:1])=[O:15]. The yield is 0.810. (9) The catalyst is O.CN(C)C=O. The reactants are O.[SH2:2].[Na].[C:4]([C:6]1[CH:15]=[CH:14][C:9]([C:10]([O:12][CH3:13])=[O:11])=[C:8]([F:16])[CH:7]=1)#[N:5].O.O.O.O.O.O.[Cl-].[Mg+2].[Cl-].Cl. The yield is 0.870. The product is [NH2:5][C:4]([C:6]1[CH:15]=[CH:14][C:9]([C:10]([O:12][CH3:13])=[O:11])=[C:8]([F:16])[CH:7]=1)=[S:2].